Predict which catalyst facilitates the given reaction. From a dataset of Catalyst prediction with 721,799 reactions and 888 catalyst types from USPTO. (1) Reactant: C1N=CN(C(N2C=NC=C2)=O)C=1.[CH:13]1[C:18]([C:19]2[CH:20]=[CH:21][C:22]([F:26])=[CH:23][C:24]=2[F:25])=[CH:17][C:16]([C:27]([OH:29])=[O:28])=[C:15]([OH:30])[CH:14]=1.C(O)(C)(C)C.[CH2:36]1[CH2:46]CN2C(=NCCC2)[CH2:38][CH2:37]1.C([O-])(O)=O.[Na+]. Product: [F:25][C:24]1[CH:23]=[C:22]([F:26])[CH:21]=[CH:20][C:19]=1[C:18]1[CH:13]=[CH:14][C:15]([OH:30])=[C:16]([C:27]([O:29][CH2:46][CH2:36][CH2:37][CH3:38])=[O:28])[CH:17]=1. The catalyst class is: 3. (2) Reactant: CS(O[CH2:6][C:7]1[CH:12]=[C:11]([N:13]2[CH2:18][CH2:17][O:16][CH2:15][C@H:14]2[CH3:19])[N:10]=[C:9]([Cl:20])[N:8]=1)(=O)=O.[I-:21].[Li+]. Product: [Cl:20][C:9]1[N:10]=[C:11]([N:13]2[CH2:18][CH2:17][O:16][CH2:15][C@H:14]2[CH3:19])[CH:12]=[C:7]([CH2:6][I:21])[N:8]=1. The catalyst class is: 12. (3) Reactant: [NH2:1][C:2](=O)[CH:3]([NH:5][C:6](=[O:12])[O:7][C:8]([CH3:11])([CH3:10])[CH3:9])[CH3:4].B. Product: [NH2:1][CH2:2][CH:3]([NH:5][C:6](=[O:12])[O:7][C:8]([CH3:11])([CH3:10])[CH3:9])[CH3:4]. The catalyst class is: 7. (4) Reactant: [Cl:1][C:2]1[CH:29]=[C:28]([Cl:30])[CH:27]=[CH:26][C:3]=1[CH2:4][C:5]1([CH3:25])[CH2:9][CH2:8][N:7]([C@H:10]2[CH2:15][CH2:14][C@@H:13]([O:16][Si](C(C)(C)C)(C)C)[CH2:12][CH2:11]2)[C:6]1=[O:24].ClC1C(C)=C(Cl)C=CC=1CC1(C)CCN([C@H]2CC[C@@H](O[Si](C(C)(C)C)(C)C)CC2)C1=O. Product: [Cl:1][C:2]1[CH:29]=[C:28]([Cl:30])[CH:27]=[CH:26][C:3]=1[CH2:4][C:5]1([CH3:25])[CH2:9][CH2:8][N:7]([C@H:10]2[CH2:11][CH2:12][C@@H:13]([OH:16])[CH2:14][CH2:15]2)[C:6]1=[O:24]. The catalyst class is: 8. (5) Reactant: [OH:1][C:2]1[CH:7]=[C:6]([OH:8])[CH:5]=[CH:4][C:3]=1[C:9](=[O:13])[CH:10]([CH3:12])[CH3:11].[I:14]([O-])(=O)=O.[K+].II.Cl. Product: [OH:1][C:2]1[C:7]([I:14])=[C:6]([OH:8])[CH:5]=[CH:4][C:3]=1[C:9](=[O:13])[CH:10]([CH3:11])[CH3:12]. The catalyst class is: 40. (6) Reactant: [CH:1]1([C@H:4]2[C@H:13]([CH3:14])[C@@H:12]([NH:15][C:16]3[C:21]([O:22]C)=[CH:20][CH:19]=[CH:18][N:17]=3)[C:11]3[C:6](=[CH:7][CH:8]=[CH:9][CH:10]=3)[N:5]2[C:24](=[O:26])[CH3:25])[CH2:3][CH2:2]1.B(Br)(Br)Br. Product: [CH:1]1([C@H:4]2[C@H:13]([CH3:14])[C@@H:12]([NH:15][C:16]3[C:21]([OH:22])=[CH:20][CH:19]=[CH:18][N:17]=3)[C:11]3[C:6](=[CH:7][CH:8]=[CH:9][CH:10]=3)[N:5]2[C:24](=[O:26])[CH3:25])[CH2:2][CH2:3]1. The catalyst class is: 98.